This data is from Experimentally validated miRNA-target interactions with 360,000+ pairs, plus equal number of negative samples. The task is: Binary Classification. Given a miRNA mature sequence and a target amino acid sequence, predict their likelihood of interaction. (1) The miRNA is hsa-miR-92a-3p with sequence UAUUGCACUUGUCCCGGCCUGU. The protein sequence of the target gene is MGANASNYPHSCSPRVGGNSQAQQTFIGTSSYSQQGYGCESKLYSLDHGHEKPQDKKKRTSGLATLKKKFIKRRKSNRSADHAKQMRELLSGWDVRDVNALVEEYEGTSALKELSLQASLARPEARTLQKDMADLYEYKYCTDVDLIFQETCFPVHRAILAARCPFFKTLLSSSPEYGAEIIMDINTAGIDMPMFSALLHYLYTGEFGMEDSRFQNVDILVQLSEEFGTPNSLDVDMRGLFDYMCYYDVVLSFSSDSELVEAFGGNQNCLDEELKAHKAVISARSPFFRNLLQRRIRTGE.... Result: 1 (interaction). (2) The miRNA is mmu-miR-1258-5p with sequence UGCUGAGCUAAUUCCCUAACUG. The protein sequence of the target gene is MAEASRWHRGGASKHKLHYRKEVEITTTLQELLLYFIFLINLCILTFGMVNPHMYYLNKVMSSLFLDTSVPGEERTNFKSIRSITDFWKFMEGPLLEGLYWDSWYNNQQLYNLKNSSRIYYENILLGVPRVRQLKVRNNTCKVYSSFQSLMSECYGKYTSANEDLSNFGLQINTEWRYSTSNTNSPWHWGFLGVYRNGGYIFTLSKSKSETKNKFIDLRLNSWITRGTRVIFIDFSLYNANVNLFCIIRLVAEFPATGGILTSWQFYSVKLLRYVSYYDYFIASCEITFCIFLFVFTTQE.... Result: 0 (no interaction). (3) The miRNA is hsa-miR-223-5p with sequence CGUGUAUUUGACAAGCUGAGUU. The protein sequence of the target gene is MTGGRFDFDDGGTYCGGWEEGKAHGHGICTGPKGQGEYSGSWSHGFEVVGVYTWPSGNTYQGYWAQGKRHGLGVETKGKWMYRGEWSHGFKGRYGVRQSLCTPARYEGTWSNGLQDGYGVETYGDGGTYQGQWAGGMRHGYGVRQSVPYGMATVIRSPLRTSLASLRSEQSNGSVLHEAAAAAADSPAGTRGGFVLNFHADTELGKKKGGLFRRGSLLGSMKLRKSESKSSISSKRSSVRSDAAMSRISSSDANSTISFGDVDCDFCPVEDHVDATTTETYMGEWKNDKRNGFGISERSN.... Result: 0 (no interaction). (4) The miRNA is hsa-miR-515-5p with sequence UUCUCCAAAAGAAAGCACUUUCUG. The protein sequence of the target gene is MARPDPSAPPSLLLLLLAQLVGRAAAASKAPVCQEITVPMCRGIGYNLTHMPNQFNHDTQDEAGLEVHQFWPLVEIQCSPDLRFFLCSMYTPICLPDYHKPLPPCRSVCERAKAGCSPLMRQYGFAWPERMSCDRLPVLGRDAEVLCMDYNRSEATTAPPRPFPAKPTLPGPPGAPASGGECPAGGPFVCKCREPFVPILKESHPLYNKVRTGQVPNCAVPCYQPSFSADERTFATFWIGLWSVLCFISTSTTVATFLIDMERFRYPERPIIFLSACYLCVSLGFLVRLVVGHASVACSR.... Result: 1 (interaction).